From a dataset of Full USPTO retrosynthesis dataset with 1.9M reactions from patents (1976-2016). Predict the reactants needed to synthesize the given product. (1) Given the product [C:1]([C:5]1[NH:6][C:7]([C:23]2[CH:28]=[CH:27][CH:26]=[CH:25][N:24]=2)=[C:8]([C:10]2[CH:15]=[CH:14][N:13]=[C:12]([C:16]3[CH:21]=[CH:20][C:19]([O:22][CH2:29][C:30]4[N:9]=[CH:5][N:6]([CH3:7])[CH:32]=4)=[CH:18][CH:17]=3)[CH:11]=2)[N:9]=1)([CH3:4])([CH3:2])[CH3:3], predict the reactants needed to synthesize it. The reactants are: [C:1]([C:5]1[NH:6][C:7]([C:23]2[CH:28]=[CH:27][CH:26]=[CH:25][N:24]=2)=[C:8]([C:10]2[CH:15]=[CH:14][N:13]=[C:12]([C:16]3[CH:21]=[CH:20][C:19]([OH:22])=[CH:18][CH:17]=3)[CH:11]=2)[N:9]=1)([CH3:4])([CH3:3])[CH3:2].[CH3:29][C:30]([CH3:32])=O.C([O-])([O-])=O.[K+].[K+]. (2) Given the product [OH:19][N:18]=[C:2]1[CH2:7][CH2:6][N:5]([C:8]([O:10][CH2:11][C:12]2[CH:17]=[CH:16][CH:15]=[CH:14][CH:13]=2)=[O:9])[CH2:4][CH2:3]1, predict the reactants needed to synthesize it. The reactants are: O=[C:2]1[CH2:7][CH2:6][N:5]([C:8]([O:10][CH2:11][C:12]2[CH:17]=[CH:16][CH:15]=[CH:14][CH:13]=2)=[O:9])[CH2:4][CH2:3]1.[NH2:18][OH:19].Cl.C([O-])([O-])=O.[K+].[K+].